Predict the product of the given reaction. From a dataset of Forward reaction prediction with 1.9M reactions from USPTO patents (1976-2016). (1) Given the reactants [O:1]1[C:5]([C:6]2[CH:11]=[CH:10][C:9]([NH:12][C:13]3[N:14]=[C:15]([NH:23][CH2:24][CH:25]4[CH2:30][CH2:29][O:28][CH2:27][CH2:26]4)[C:16]4[CH2:22][NH:21][CH2:20][CH2:19][C:17]=4[N:18]=3)=[CH:8][CH:7]=2)=[CH:4][N:3]=[CH:2]1.[C:31](O)(=O)C.C=O, predict the reaction product. The product is: [CH3:31][N:21]1[CH2:20][CH2:19][C:17]2[N:18]=[C:13]([NH:12][C:9]3[CH:8]=[CH:7][C:6]([C:5]4[O:1][CH:2]=[N:3][CH:4]=4)=[CH:11][CH:10]=3)[N:14]=[C:15]([NH:23][CH2:24][CH:25]3[CH2:26][CH2:27][O:28][CH2:29][CH2:30]3)[C:16]=2[CH2:22]1. (2) Given the reactants C1(P(C2CCCCC2)C2C=CC=CC=2C2C(C(C)C)=CC(C(C)C)=CC=2C(C)C)CCCCC1.[O:35]1[CH2:40][CH2:39][N:38]([C:41]2[C:46]([NH2:47])=[CH:45][C:44]([N:48]3[CH2:53][CH2:52][O:51][CH2:50][CH2:49]3)=[CH:43][N:42]=2)[CH2:37][CH2:36]1.Cl[C:55]1[C:64]2[C:59](=[CH:60][C:61]([F:66])=[CH:62][C:63]=2[F:65])[N:58]=[C:57]([C:67]2[CH:68]=[CH:69][C:70]([N:73]3[CH2:77][CH2:76][CH:75]([OH:78])[CH2:74]3)=[N:71][CH:72]=2)[C:56]=1[CH3:79].CC(C)([O-])C.[Na+], predict the reaction product. The product is: [O:35]1[CH2:40][CH2:39][N:38]([C:41]2[C:46]([NH:47][C:55]3[C:64]4[C:59](=[CH:60][C:61]([F:66])=[CH:62][C:63]=4[F:65])[N:58]=[C:57]([C:67]4[CH:68]=[CH:69][C:70]([N:73]5[CH2:77][CH2:76][CH:75]([OH:78])[CH2:74]5)=[N:71][CH:72]=4)[C:56]=3[CH3:79])=[CH:45][C:44]([N:48]3[CH2:49][CH2:50][O:51][CH2:52][CH2:53]3)=[CH:43][N:42]=2)[CH2:37][CH2:36]1.